This data is from Catalyst prediction with 721,799 reactions and 888 catalyst types from USPTO. The task is: Predict which catalyst facilitates the given reaction. (1) Product: [CH3:12][C:13]1[C:14]2[C:19]([N:20]=[C:21]3[C:26]=1[CH2:25][CH2:24][CH2:23][C:22]3=[O:9])=[CH:18][CH:17]=[CH:16][CH:15]=2. The catalyst class is: 4. Reactant: ClC1C=CC=C(C(OO)=[O:9])C=1.[CH3:12][C:13]1[C:14]2[C:19]([N:20]=[C:21]3[C:26]=1[CH2:25][CH2:24][CH2:23][CH2:22]3)=[CH:18][CH:17]=[CH:16][CH:15]=2. (2) The catalyst class is: 184. Product: [C:35]([C:2]1[N:3]=[C:4]2[CH:10]=[C:9]([C:11]([NH:13][C:14]3[CH:19]=[C:18]([NH:20][C:21](=[O:33])[C:22]4[CH:27]=[CH:26][CH:25]=[C:24]([C:28]([C:31]#[N:32])([CH3:30])[CH3:29])[CH:23]=4)[CH:17]=[CH:16][C:15]=3[CH3:34])=[O:12])[S:8][C:5]2=[N:6][CH:7]=1)(=[O:37])[CH3:36]. Reactant: Cl[C:2]1[N:3]=[C:4]2[CH:10]=[C:9]([C:11]([NH:13][C:14]3[CH:19]=[C:18]([NH:20][C:21](=[O:33])[C:22]4[CH:27]=[CH:26][CH:25]=[C:24]([C:28]([C:31]#[N:32])([CH3:30])[CH3:29])[CH:23]=4)[CH:17]=[CH:16][C:15]=3[CH3:34])=[O:12])[S:8][C:5]2=[N:6][CH:7]=1.[CH2:35]([O:37]C([Sn](CCCC)(CCCC)CCCC)=C)[CH3:36].Cl.